This data is from Catalyst prediction with 721,799 reactions and 888 catalyst types from USPTO. The task is: Predict which catalyst facilitates the given reaction. (1) Reactant: [Br:1][C:2]1[CH:3]=[C:4]([O:13][C@@H:14]([C@@H:16]2[CH2:20][C:19](=[O:21])[N:18]([C@@H:22]([C:24]3[CH:29]=[CH:28][C:27]([O:30][CH3:31])=[CH:26][CH:25]=3)[CH3:23])[CH2:17]2)[CH3:15])[C:5]2[N:6]([N:8]=[CH:9][C:10]=2[CH:11]=O)[CH:7]=1.Cl.[NH2:33][OH:34].C(=O)(O)[O-].[Na+]. Product: [Br:1][C:2]1[CH:3]=[C:4]([O:13][C@@H:14]([C@@H:16]2[CH2:20][C:19](=[O:21])[N:18]([C@@H:22]([C:24]3[CH:29]=[CH:28][C:27]([O:30][CH3:31])=[CH:26][CH:25]=3)[CH3:23])[CH2:17]2)[CH3:15])[C:5]2[N:6]([N:8]=[CH:9][C:10]=2/[CH:11]=[N:33]/[OH:34])[CH:7]=1. The catalyst class is: 8. (2) Reactant: N[C:2]1[S:3][CH:4]=[C:5]([C:7]2[C:15]3[S:14][C:13]([NH2:16])=[N:12][C:11]=3[C:10]([O:17][CH3:18])=[CH:9][CH:8]=2)[N:6]=1.[H-].[Na+].[CH2:21](N(CC)CC)C.[N:28]1([C:34](Cl)=[O:35])[CH2:33][CH2:32][O:31][CH2:30][CH2:29]1. Product: [CH3:18][O:17][C:10]1[C:11]2[N:12]=[C:13]([NH:16][C:34]([N:28]3[CH2:33][CH2:32][O:31][CH2:30][CH2:29]3)=[O:35])[S:14][C:15]=2[C:7]([C:5]2[N:6]=[C:2]([CH3:21])[S:3][CH:4]=2)=[CH:8][CH:9]=1. The catalyst class is: 38. (3) Reactant: C(O[C:6](=[O:28])[NH:7][C@@H:8]([CH2:21][C:22]1[CH:27]=[CH:26][CH:25]=[CH:24][CH:23]=1)[CH:9]([C:11](=[O:20])[NH:12][CH2:13][C:14]1[CH:19]=[CH:18][CH:17]=[CH:16][CH:15]=1)[OH:10])(C)(C)C.FC(F)(F)C(O)=O.[CH3:36][O:37][C:38]1[CH:43]=[CH:42][C:41]([CH2:44][C@H:45]([NH:49][C:50](=[O:64])[C@@H:51]([NH:53][S:54]([C:57]2[C:58]([CH3:63])=[CH:59][CH:60]=[CH:61][CH:62]=2)(=[O:56])=[O:55])[CH3:52])C(O)=O)=[CH:40][CH:39]=1.C(N(CC)C(C)C)(C)C.CN(C(ON1N=NC2C=CC=NC1=2)=[N+](C)C)C.F[P-](F)(F)(F)(F)F. Product: [CH2:13]([NH:12][C:11](=[O:20])[C@@H:9]([OH:10])[CH:8]([NH:7][C:6](=[O:28])[C@@H:45]([NH:49][C:50](=[O:64])[C@@H:51]([NH:53][S:54]([C:57]1[C:58]([CH3:63])=[CH:59][CH:60]=[CH:61][CH:62]=1)(=[O:56])=[O:55])[CH3:52])[CH2:44][C:41]1[CH:40]=[CH:39][C:38]([O:37][CH3:36])=[CH:43][CH:42]=1)[CH2:21][C:22]1[CH:23]=[CH:24][CH:25]=[CH:26][CH:27]=1)[C:14]1[CH:15]=[CH:16][CH:17]=[CH:18][CH:19]=1. The catalyst class is: 139. (4) Reactant: [Cl:1][C:2]1[CH:7]=[CH:6][C:5]([NH:8][S:9]([C:12]([F:15])([F:14])[F:13])(=[O:11])=[O:10])=[C:4]([O:16][C:17]2[CH:22]=[CH:21][C:20]([Cl:23])=[CH:19][C:18]=2[Cl:24])[CH:3]=1.[CH2:25](Cl)[C:26]#[CH:27].C(=O)([O-])[O-].[K+].[K+].[I-].[Na+]. Product: [Cl:1][C:2]1[CH:7]=[CH:6][C:5]([N:8]([CH2:27][C:26]#[CH:25])[S:9]([C:12]([F:15])([F:13])[F:14])(=[O:10])=[O:11])=[C:4]([O:16][C:17]2[CH:22]=[CH:21][C:20]([Cl:23])=[CH:19][C:18]=2[Cl:24])[CH:3]=1. The catalyst class is: 136. (5) The catalyst class is: 11. Reactant: [C:1]([O:5][C:6](=[O:27])[NH:7][C:8]1[C:20](=[O:21])[N:19]([CH:22]2[CH2:26][CH2:25][CH2:24][CH2:23]2)[C:11]2[N:12]=[C:13](S(C)=O)[N:14]=[CH:15][C:10]=2[CH:9]=1)([CH3:4])([CH3:3])[CH3:2].[C:28]([O:32][C:33]([N:35]1[CH2:40][CH2:39][N:38]([C:41]2[CH:42]=[N:43][C:44]([NH2:47])=[CH:45][CH:46]=2)[CH2:37][CH2:36]1)=[O:34])([CH3:31])([CH3:30])[CH3:29]. Product: [C:28]([O:32][C:33]([N:35]1[CH2:40][CH2:39][N:38]([C:41]2[CH:42]=[N:43][C:44]([NH:47][C:13]3[N:14]=[CH:15][C:10]4[CH:9]=[C:8]([NH:7][C:6]([O:5][C:1]([CH3:4])([CH3:3])[CH3:2])=[O:27])[C:20](=[O:21])[N:19]([CH:22]5[CH2:26][CH2:25][CH2:24][CH2:23]5)[C:11]=4[N:12]=3)=[CH:45][CH:46]=2)[CH2:37][CH2:36]1)=[O:34])([CH3:31])([CH3:29])[CH3:30]. (6) Reactant: [NH:1]1[CH2:5][CH2:4][CH2:3][CH2:2]1.[Cl:6][CH2:7][C:8](Cl)=[O:9]. Product: [Cl:6][CH2:7][C:8]([N:1]1[CH2:5][CH2:4][CH2:3][CH2:2]1)=[O:9]. The catalyst class is: 2. (7) Reactant: [OH:1][C:2]1[CH:3]=[C:4]2[C:9](=[CH:10][CH:11]=1)[C:8](=[O:12])[CH2:7][CH2:6][CH2:5]2.[O:13]1[CH2:18][CH2:17][CH:16]([CH2:19]O)[CH2:15][CH2:14]1.C1(P(C2C=CC=CC=2)C2C=CC=CC=2)C=CC=CC=1.CCOC(/N=N/C(OCC)=O)=O. Product: [O:13]1[CH2:18][CH2:17][CH:16]([CH2:19][O:1][C:2]2[CH:3]=[C:4]3[C:9](=[CH:10][CH:11]=2)[C:8](=[O:12])[CH2:7][CH2:6][CH2:5]3)[CH2:15][CH2:14]1. The catalyst class is: 1. (8) Reactant: [N:1]1([C:7]([NH:9][C:10]2[CH:11]=[C:12]([C:16]3[N:25]=[C:24]([NH:26][C:27]4[CH:28]=[C:29]5[C:33](=[CH:34][CH:35]=4)[N:32](C(OC(C)(C)C)=O)[N:31]=[CH:30]5)[C:23]4[C:18](=[CH:19][CH:20]=[CH:21][CH:22]=4)[N:17]=3)[CH:13]=[CH:14][CH:15]=2)=[O:8])[CH2:6][CH2:5][O:4][CH2:3][CH2:2]1.C(O)(C(F)(F)F)=O. Product: [NH:32]1[C:33]2[C:29](=[CH:28][C:27]([NH:26][C:24]3[C:23]4[C:18](=[CH:19][CH:20]=[CH:21][CH:22]=4)[N:17]=[C:16]([C:12]4[CH:11]=[C:10]([NH:9][C:7]([N:1]5[CH2:2][CH2:3][O:4][CH2:5][CH2:6]5)=[O:8])[CH:15]=[CH:14][CH:13]=4)[N:25]=3)=[CH:35][CH:34]=2)[CH:30]=[N:31]1. The catalyst class is: 2. (9) Reactant: [OH-].[Na+].[Cl:3][C:4]1[CH:5]=[C:6]([C:14]2[O:18][N:17]=[C:16]([C:19]3[C:20]([O:33][CH3:34])=[C:21]([CH2:26][CH2:27][C:28]([O:30]CC)=[O:29])[CH:22]=[C:23]([F:25])[CH:24]=3)[N:15]=2)[CH:7]=[CH:8][C:9]=1[O:10][CH:11]([CH3:13])[CH3:12].Cl. Product: [Cl:3][C:4]1[CH:5]=[C:6]([C:14]2[O:18][N:17]=[C:16]([C:19]3[C:20]([O:33][CH3:34])=[C:21]([CH2:26][CH2:27][C:28]([OH:30])=[O:29])[CH:22]=[C:23]([F:25])[CH:24]=3)[N:15]=2)[CH:7]=[CH:8][C:9]=1[O:10][CH:11]([CH3:13])[CH3:12]. The catalyst class is: 30. (10) Reactant: [Br:1][C:2]1[CH:3]=[C:4]2[C:11]3([C:15](=[O:16])[NH:14][C:13](=O)[NH:12]3)[CH2:10][CH:9]([C:18]3[CH:23]=[CH:22][CH:21]=[C:20]([F:24])[CH:19]=3)[O:8][C:5]2=[CH:6][CH:7]=1.COC1C=CC(P2(SP(C3C=CC(OC)=CC=3)(=S)S2)=[S:34])=CC=1. The catalyst class is: 12. Product: [Br:1][C:2]1[CH:3]=[C:4]2[C:11]3([C:15](=[O:16])[NH:14][C:13](=[S:34])[NH:12]3)[CH2:10][CH:9]([C:18]3[CH:23]=[CH:22][CH:21]=[C:20]([F:24])[CH:19]=3)[O:8][C:5]2=[CH:6][CH:7]=1.